From a dataset of Reaction yield outcomes from USPTO patents with 853,638 reactions. Predict the reaction yield, written as a fraction of the theoretical maximum amount of product (1.0 means a 100% yield; for example, 0.34 means a 34% yield). (1) The catalyst is CCO. The reactants are Cl[C:2]1[CH:7]=[C:6]([S:8]([N:11]([CH2:14][CH3:15])[CH2:12][CH3:13])(=[O:10])=[O:9])[CH:5]=[CH:4][N:3]=1.[NH2:16][NH2:17]. The product is [CH2:12]([N:11]([CH2:14][CH3:15])[S:8]([C:6]1[CH:5]=[CH:4][N:3]=[C:2]([NH:16][NH2:17])[CH:7]=1)(=[O:10])=[O:9])[CH3:13]. The yield is 0.460. (2) The yield is 0.670. The catalyst is ClCCl. The reactants are [Br:1][C:2]1[N:7]=[C:6]([C:8](O)=O)[CH:5]=[CH:4][CH:3]=1.C1(P(=[CH:30][CH:31]=[O:32])(C2C=CC=CC=2)C2C=CC=CC=2)C=CC=CC=1. The product is [Br:1][C:2]1[N:7]=[C:6](/[CH:8]=[CH:30]/[CH:31]=[O:32])[CH:5]=[CH:4][CH:3]=1. (3) The reactants are Cl.[CH:2]12[NH:8][CH:5]([CH2:6][CH2:7]1)[CH2:4][CH2:3]2.F[C:10]1[CH:15]=[CH:14][C:13]([N+:16]([O-:18])=[O:17])=[C:12]([C:19]([F:22])([F:21])[F:20])[CH:11]=1.C(N(CC)CC)C. The catalyst is C(#N)C. The product is [N+:16]([C:13]1[CH:14]=[CH:15][C:10]([N:8]2[CH:5]3[CH2:6][CH2:7][CH:2]2[CH2:3][CH2:4]3)=[CH:11][C:12]=1[C:19]([F:20])([F:21])[F:22])([O-:18])=[O:17]. The yield is 0.880. (4) The reactants are [N+:1]([C:4]1[CH:5]=[C:6]([C:10]2([C:14]#[N:15])[CH2:13][CH2:12][CH2:11]2)[CH:7]=[CH:8][CH:9]=1)([O-])=O.O.O.[Sn](Cl)Cl. The catalyst is C(O)C. The product is [NH2:1][C:4]1[CH:5]=[C:6]([C:10]2([C:14]#[N:15])[CH2:13][CH2:12][CH2:11]2)[CH:7]=[CH:8][CH:9]=1. The yield is 0.730. (5) The reactants are [CH3:1][C:2]([S@@:5]([NH2:7])=[O:6])([CH3:4])[CH3:3].[Br:8][C:9]1[CH:16]=[C:15]([F:17])[CH:14]=[CH:13][C:10]=1[CH:11]=O.Cl[CH2:19]CCl. The catalyst is O. The product is [Br:8][C:9]1[CH:16]=[C:15]([F:17])[CH:14]=[CH:13][C:10]=1/[C:11](=[N:7]/[S@:5]([C:2]([CH3:4])([CH3:3])[CH3:1])=[O:6])/[CH3:19]. The yield is 0.950. (6) The reactants are [CH3:1][C:2]1[S:3][C:4]([C:8]([OH:10])=O)=[C:5]([CH3:7])[N:6]=1.CN(C)C=O.C(Cl)(=O)C(Cl)=O.[NH2:22][C:23]1[CH:24]=[C:25]([CH:42]=[CH:43][C:44]=1[Cl:45])[O:26][C:27]1[CH:28]=[CH:29][C:30]2[N:31]([CH:33]=[C:34]([NH:36][C:37]([CH:39]3[CH2:41][CH2:40]3)=[O:38])[N:35]=2)[N:32]=1. The catalyst is CN(C)C(=O)C.O1CCCC1. The product is [Cl:45][C:44]1[CH:43]=[CH:42][C:25]([O:26][C:27]2[CH:28]=[CH:29][C:30]3[N:31]([CH:33]=[C:34]([NH:36][C:37]([CH:39]4[CH2:41][CH2:40]4)=[O:38])[N:35]=3)[N:32]=2)=[CH:24][C:23]=1[NH:22][C:8]([C:4]1[S:3][C:2]([CH3:1])=[N:6][C:5]=1[CH3:7])=[O:10]. The yield is 0.490. (7) The reactants are [CH2:1]([O:3][C:4](=[O:36])[C:5]([NH:7][C:8]1[CH:33]=[C:32]([CH3:34])[C:11]([O:12][C:13]2[CH:14]=[C:15]3[C:19](=[CH:20][CH:21]=2)[N:18](C(=O)C(OCC)=O)[N:17]=[C:16]3[CH:29]([CH3:31])C)=[C:10]([CH3:35])[CH:9]=1)=[O:6])[CH3:2].[O-][CH2:38]C.[Na+].[Cl-].[NH4+]. The catalyst is C(O)C. The product is [CH3:35][C:10]1[CH:9]=[C:8]([NH:7][C:5](=[O:6])[C:4]([O:3][CH2:1][CH3:2])=[O:36])[CH:33]=[C:32]([CH3:34])[C:11]=1[O:12][C:13]1[CH:14]=[C:15]2[C:19](=[CH:20][CH:21]=1)[NH:18][N:17]=[C:16]2[CH2:29][CH2:31][CH3:38]. The yield is 0.630.